From a dataset of Catalyst prediction with 721,799 reactions and 888 catalyst types from USPTO. Predict which catalyst facilitates the given reaction. Reactant: [F:1][C:2]([F:14])([F:13])[O:3][C:4]1[CH:9]=[CH:8][C:7]([CH2:10][C:11]#[N:12])=[CH:6][CH:5]=1.[H][H]. The catalyst class is: 181. Product: [F:1][C:2]([F:13])([F:14])[O:3][C:4]1[CH:5]=[CH:6][C:7]([CH2:10][CH2:11][NH2:12])=[CH:8][CH:9]=1.